Dataset: Full USPTO retrosynthesis dataset with 1.9M reactions from patents (1976-2016). Task: Predict the reactants needed to synthesize the given product. (1) Given the product [F:39][B-:38]([F:42])([F:41])[F:40].[F:1][CH2:2][S+:3]([C:14]1[CH:13]=[CH:12][C:21]2[C:16](=[CH:17][CH:18]=[CH:19][CH:20]=2)[CH:15]=1)[C:5]1[CH:10]=[CH:9][C:8]([CH3:11])=[CH:7][CH:6]=1, predict the reactants needed to synthesize it. The reactants are: [F:1][CH2:2][S:3]([C:5]1[CH:10]=[CH:9][C:8]([CH3:11])=[CH:7][CH:6]=1)=O.[CH:12]1[C:21]2[C:16](=[CH:17][CH:18]=[CH:19][CH:20]=2)[CH:15]=[CH:14][CH:13]=1.FC(F)(F)S(OS(C(F)(F)F)(=O)=O)(=O)=O.[H+].[B-:38]([F:42])([F:41])([F:40])[F:39]. (2) Given the product [Br:1][C:2]1[CH:7]=[CH:6][C:5]([O:8][CH2:9][C:10]2([CH:18]=[CH2:19])[CH2:13][C:12](=[O:14])[CH2:11]2)=[C:4]([I:20])[CH:3]=1, predict the reactants needed to synthesize it. The reactants are: [Br:1][C:2]1[CH:7]=[CH:6][C:5]([O:8][CH2:9][C:10]2([CH:18]=[CH2:19])[CH2:13][C:12](OC)([O:14]C)[CH2:11]2)=[C:4]([I:20])[CH:3]=1.Cl.C([O-])(O)=O.[Na+]. (3) Given the product [Cl:13][C:14]1[N:15]=[C:16]([NH:12][C:6]2[C:7]([O:10][CH3:11])=[N:8][CH:9]=[C:4]([Cl:3])[CH:5]=2)[C:17]([N+:21]([O-:23])=[O:22])=[CH:18][C:19]=1[CH3:20], predict the reactants needed to synthesize it. The reactants are: [H-].[Na+].[Cl:3][C:4]1[CH:5]=[C:6]([NH2:12])[C:7]([O:10][CH3:11])=[N:8][CH:9]=1.[Cl:13][C:14]1[C:19]([CH3:20])=[CH:18][C:17]([N+:21]([O-:23])=[O:22])=[C:16](Cl)[N:15]=1. (4) Given the product [Na+:32].[Cl:1][C:2]1[CH:3]=[C:4]([CH2:8][O:9][C:10]2[CH:11]=[CH:12][C:13]([CH3:30])=[C:14]([C:16]([NH:18][C:19]3[CH:24]=[CH:23][C:22]([CH2:25][C:26]([O-:28])=[O:27])=[CH:21][C:20]=3[CH3:29])=[O:17])[CH:15]=2)[CH:5]=[CH:6][CH:7]=1, predict the reactants needed to synthesize it. The reactants are: [Cl:1][C:2]1[CH:3]=[C:4]([CH2:8][O:9][C:10]2[CH:11]=[CH:12][C:13]([CH3:30])=[C:14]([C:16]([NH:18][C:19]3[CH:24]=[CH:23][C:22]([CH2:25][C:26]([OH:28])=[O:27])=[CH:21][C:20]=3[CH3:29])=[O:17])[CH:15]=2)[CH:5]=[CH:6][CH:7]=1.[OH-].[Na+:32]. (5) Given the product [CH:1]1([C:4]2[O:8][C:7]([C:9]3[C:10]([NH2:25])=[N:11][CH:12]=[C:13]([C:15]4[CH:16]=[C:17]5[C:21](=[CH:22][CH:23]=4)[N:20]([CH3:24])[CH2:19][CH2:18]5)[CH:14]=3)=[N:6][N:5]=2)[CH2:3][CH2:2]1, predict the reactants needed to synthesize it. The reactants are: [CH:1]1([C:4]2[O:8][C:7]([C:9]3[C:10]([NH2:25])=[N:11][CH:12]=[C:13]([C:15]4[CH:16]=[C:17]5[C:21](=[CH:22][CH:23]=4)[N:20]([CH3:24])[CH:19]=[CH:18]5)[CH:14]=3)=[N:6][N:5]=2)[CH2:3][CH2:2]1.C([SiH](CC)CC)C.C([O-])(O)=O.[Na+]. (6) Given the product [Br:20][C:21]1[S:29][C:28]2[C:27]([C:30]#[N:31])=[CH:26][N:25]=[C:24]([NH:1][CH:2]3[CH2:7][CH2:6][CH2:5][N:4]([C:8]([O:10][CH2:11][C:12]4[CH:13]=[CH:14][CH:15]=[CH:16][CH:17]=4)=[O:9])[CH:3]3[CH2:18][OH:19])[C:23]=2[CH:22]=1, predict the reactants needed to synthesize it. The reactants are: [NH2:1][CH:2]1[CH2:7][CH2:6][CH2:5][N:4]([C:8]([O:10][CH2:11][C:12]2[CH:17]=[CH:16][CH:15]=[CH:14][CH:13]=2)=[O:9])[CH:3]1[CH2:18][OH:19].[Br:20][C:21]1[S:29][C:28]2[C:27]([C:30]#[N:31])=[CH:26][N:25]=[C:24](Cl)[C:23]=2[CH:22]=1.C(=O)([O-])[O-].[K+].[K+].CN1C(=O)CCC1. (7) Given the product [CH2:12]([O:14][CH:15]([O:20][C:2]1[CH:7]=[C:6]([F:8])[CH:5]=[CH:4][C:3]=1[NH2:9])[C:16]([F:19])([F:18])[F:17])[CH3:13], predict the reactants needed to synthesize it. The reactants are: F[C:2]1[CH:7]=[C:6]([F:8])[CH:5]=[CH:4][C:3]=1[N+:9]([O-])=O.[CH2:12]([O:14][CH:15]([OH:20])[C:16]([F:19])([F:18])[F:17])[CH3:13].